This data is from Forward reaction prediction with 1.9M reactions from USPTO patents (1976-2016). The task is: Predict the product of the given reaction. (1) Given the reactants [C:1]([O:5][C:6]([N:8]([C:16]1[C:21]([O:22][CH3:23])=[CH:20][C:19]([Cl:24])=[C:18]([CH3:25])[C:17]=1[Br:26])C(OC(C)(C)C)=O)=[O:7])([CH3:4])([CH3:3])[CH3:2].C(=O)([O-])[O-].[K+].[K+], predict the reaction product. The product is: [C:1]([O:5][C:6](=[O:7])[NH:8][C:16]1[C:21]([O:22][CH3:23])=[CH:20][C:19]([Cl:24])=[C:18]([CH3:25])[C:17]=1[Br:26])([CH3:4])([CH3:2])[CH3:3]. (2) Given the reactants [CH3:1][O:2][C:3]1[CH:8]=[CH:7][CH:6]=[CH:5][C:4]=1[SH:9].[OH-].[K+].I[C:13]1[CH:18]=[CH:17][CH:16]=[CH:15][C:14]=1[CH2:19][C:20]([OH:22])=[O:21], predict the reaction product. The product is: [CH3:1][O:2][C:3]1[CH:8]=[CH:7][CH:6]=[CH:5][C:4]=1[S:9][C:13]1[CH:18]=[CH:17][CH:16]=[CH:15][C:14]=1[CH2:19][C:20]([OH:22])=[O:21]. (3) Given the reactants [O:1]1[CH2:6][CH2:5][C:4](=[N:7][OH:8])[CH2:3][CH2:2]1.[CH3:9][CH:10]([CH3:29])[CH2:11][C:12]1[CH:17]=[CH:16][C:15]([CH:18]([CH3:28])[C:19]([O:21][CH2:22][CH2:23][CH2:24][C:25]([O-:27])=[O:26])=[O:20])=[CH:14][CH:13]=1.IC1C=CC=CC=1, predict the reaction product. The product is: [CH3:9][CH:10]([CH3:29])[CH2:11][C:12]1[CH:13]=[CH:14][C:15]([CH:18]([CH3:28])[C:19]([O:21][CH2:22][CH2:23][CH2:24][C:25]([O:27][C:4]2([N:7]=[O:8])[CH2:5][CH2:6][O:1][CH2:2][CH2:3]2)=[O:26])=[O:20])=[CH:16][CH:17]=1.